The task is: Predict the product of the given reaction.. This data is from Forward reaction prediction with 1.9M reactions from USPTO patents (1976-2016). Given the reactants [P:1]([O:19][C:20]([CH3:49])([CH3:48])[CH2:21][O:22][C:23]1[CH:28]=[CH:27][C:26]([N:29]2[C:34](=[O:35])[C:33]3[S:36][C:37]([C:39]4[CH:44]=[CH:43][C:42]([Cl:45])=[CH:41][CH:40]=4)=[CH:38][C:32]=3[N:31]=[CH:30]2)=[CH:25][C:24]=1[O:46][CH3:47])([O:11]CC1C=CC=CC=1)([O:3]CC1C=CC=CC=1)=[O:2], predict the reaction product. The product is: [P:1]([OH:11])([OH:3])([O:19][C:20]([CH3:49])([CH3:48])[CH2:21][O:22][C:23]1[CH:28]=[CH:27][C:26]([N:29]2[C:34](=[O:35])[C:33]3[S:36][C:37]([C:39]4[CH:44]=[CH:43][C:42]([Cl:45])=[CH:41][CH:40]=4)=[CH:38][C:32]=3[N:31]=[CH:30]2)=[CH:25][C:24]=1[O:46][CH3:47])=[O:2].